Dataset: Forward reaction prediction with 1.9M reactions from USPTO patents (1976-2016). Task: Predict the product of the given reaction. (1) Given the reactants [Cl:1][C:2]1[CH:9]=[CH:8]C(C#N)=[C:4]([F:10])[CH:3]=1.Cl.[NH2:12][OH:13].CC[N:16]([CH2:19][CH3:20])CC, predict the reaction product. The product is: [Cl:1][C:2]1[CH:9]=[CH:8][C:20]([C:19](=[NH:16])[NH:12][OH:13])=[C:4]([F:10])[CH:3]=1. (2) Given the reactants [C:1]([C:3]1[CH:8]=[CH:7][C:6]([C@@H:9]2[C:14]([C:15]([OH:17])=O)=[C:13]([CH3:18])[N:12]([C:19]3[CH:24]=[CH:23][CH:22]=[C:21]([C:25]([F:28])([F:27])[F:26])[CH:20]=3)[C:11](=[O:29])[NH:10]2)=[CH:5][CH:4]=1)#[N:2].C([N:32]1[CH:36]=[CH:35][N:34]=[CH:33]1)([N:32]1[CH:36]=[CH:35][N:34]=[CH:33]1)=O, predict the reaction product. The product is: [N:32]1([C:15]([C:14]2[C@@H:9]([C:6]3[CH:7]=[CH:8][C:3]([C:1]#[N:2])=[CH:4][CH:5]=3)[NH:10][C:11](=[O:29])[N:12]([C:19]3[CH:24]=[CH:23][CH:22]=[C:21]([C:25]([F:26])([F:27])[F:28])[CH:20]=3)[C:13]=2[CH3:18])=[O:17])[CH:36]=[CH:35][N:34]=[CH:33]1. (3) Given the reactants [F:1][C:2]1[CH:7]=[CH:6][C:5]([C:8]2[C:12]([CH2:13][O:14][C:15]3[CH:23]=[CH:22][C:18]([C:19]([OH:21])=O)=[CH:17][N:16]=3)=[C:11]([CH3:24])[O:10][N:9]=2)=[CH:4][CH:3]=1.F[B-](F)(F)F.[N:30]1(OC(N(C)C)=[N+](C)C)[C:34]2[CH:35]=CC=C[C:33]=2N=N1.C(N(CC)C(C)C)(C)C.C(N)(C)C, predict the reaction product. The product is: [F:1][C:2]1[CH:3]=[CH:4][C:5]([C:8]2[C:12]([CH2:13][O:14][C:15]3[CH:23]=[CH:22][C:18]([C:19]([NH:30][CH:34]([CH3:35])[CH3:33])=[O:21])=[CH:17][N:16]=3)=[C:11]([CH3:24])[O:10][N:9]=2)=[CH:6][CH:7]=1. (4) Given the reactants C(O)(=O)C(C)O.[NH2:7][C@H:8]([C:16]([OH:18])=[O:17])[CH2:9][C:10]1[CH:15]=[CH:14][CH:13]=[CH:12][CH:11]=1.C(OC(=O)[C@H](CC1C=CC=CC=1)N)C, predict the reaction product. The product is: [NH2:7][C@H:8]([C:16]([OH:18])=[O:17])[CH2:9][C:10]1[CH:15]=[CH:14][CH:13]=[CH:12][CH:11]=1. (5) Given the reactants Cl[C:2]1[N:7]=[CH:6][N:5]=[C:4]([C:8]([NH:10][C:11]2[CH:16]=[CH:15][CH:14]=[CH:13][C:12]=2[CH3:17])=[O:9])[CH:3]=1.CC[N:20]([CH:24]([CH3:26])[CH3:25])[CH:21]([CH3:23])C.[CH:27]1(C2(CN)CC2)[CH2:32]CCC[CH2:28]1.[CH3:38][CH2:39]O, predict the reaction product. The product is: [CH:24]1([N:20]([CH2:21][CH:23]2[CH2:39][CH2:38]2)[C:2]2[N:7]=[CH:6][N:5]=[C:4]([C:8]([NH:10][C:11]3[CH:16]=[CH:15][CH:14]=[CH:13][C:12]=3[CH3:17])=[O:9])[CH:3]=2)[CH2:25][CH2:32][CH2:27][CH2:28][CH2:26]1. (6) The product is: [CH3:34][N:31]1[C:24]2[N:25]=[C:26]([S:29][CH3:30])[N:27]=[CH:28][C:23]=2[CH:22]=[C:21]([C:16]2[CH:15]=[C:14]([C:13]3[O:5][N:4]=[C:2]([CH3:3])[CH:1]=3)[CH:19]=[CH:18][C:17]=2[CH3:20])[C:32]1=[O:33]. Given the reactants [CH3:1][C:2](=[N:4][OH:5])[CH3:3].C([Li])CCC.CO[C:13](=O)[C:14]1[CH:19]=[CH:18][C:17]([CH3:20])=[C:16]([C:21]2[C:32](=[O:33])[N:31]([CH3:34])[C:24]3[N:25]=[C:26]([S:29][CH3:30])[N:27]=[CH:28][C:23]=3[CH:22]=2)[CH:15]=1.S(=O)(=O)(O)O.[OH-].[Na+], predict the reaction product. (7) Given the reactants [BH-](OC(C)=O)(OC(C)=O)OC(C)=O.[Na+].[Br:15][C:16]1[CH:23]=[C:22]([C:24]([F:27])([F:26])[F:25])[CH:21]=[CH:20][C:17]=1[CH:18]=O.[Cl:28][C:29]1[CH:34]=[CH:33][C:32]([C:35]2[CH:40]=[CH:39][C:38]([NH2:41])=[CH:37][CH:36]=2)=[CH:31][CH:30]=1.CC(O)=O, predict the reaction product. The product is: [Br:15][C:16]1[CH:23]=[C:22]([C:24]([F:27])([F:26])[F:25])[CH:21]=[CH:20][C:17]=1[CH2:18][NH:41][C:38]1[CH:37]=[CH:36][C:35]([C:32]2[CH:33]=[CH:34][C:29]([Cl:28])=[CH:30][CH:31]=2)=[CH:40][CH:39]=1.